Dataset: Full USPTO retrosynthesis dataset with 1.9M reactions from patents (1976-2016). Task: Predict the reactants needed to synthesize the given product. (1) The reactants are: [N+:1]([C:4]1[CH:9]=[CH:8][C:7]([S:10](Cl)(=[O:12])=[O:11])=[CH:6][CH:5]=1)([O-:3])=[O:2].[N:14]1[CH:19]=[CH:18][CH:17]=[CH:16][CH:15]=1.Cl[CH2:21]Cl. Given the product [N+:1]([C:4]1[CH:9]=[CH:8][C:7]([S:10]([N:14]2[CH2:19][CH2:18][CH2:17][CH2:16][CH2:15][CH2:21]2)(=[O:12])=[O:11])=[CH:6][CH:5]=1)([O-:3])=[O:2], predict the reactants needed to synthesize it. (2) The reactants are: Br[CH2:2][CH2:3][CH2:4][N:5]1[CH2:10][C:9]2[CH:11]=[CH:12][CH:13]=[CH:14][C:8]=2[N:7]([C:15]2[CH:20]=[CH:19][CH:18]=[CH:17][C:16]=2[F:21])[S:6]1(=[O:23])=[O:22].[CH3:24][NH2:25].Cl. Given the product [F:21][C:16]1[CH:17]=[CH:18][CH:19]=[CH:20][C:15]=1[N:7]1[C:8]2[CH:14]=[CH:13][CH:12]=[CH:11][C:9]=2[CH2:10][N:5]([CH2:4][CH2:3][CH2:2][NH:25][CH3:24])[S:6]1(=[O:23])=[O:22], predict the reactants needed to synthesize it. (3) Given the product [C:28]([CH:29]=[CH:30][C:2]1[CH:3]=[C:4]([CH:25]=[CH:26][CH:27]=1)[CH2:5][NH:6][C:7]1[N:11]([C@@H:12]2[O:18][C@H:17]([CH2:19][OH:20])[C@@H:15]([OH:16])[C@H:13]2[OH:14])[C:10]2[CH:21]=[CH:22][CH:23]=[CH:24][C:9]=2[N:8]=1)([OH:32])=[O:31], predict the reactants needed to synthesize it. The reactants are: Br[C:2]1[CH:3]=[C:4]([CH:25]=[CH:26][CH:27]=1)[CH2:5][NH:6][C:7]1[N:11]([C@@H:12]2[O:18][C@H:17]([CH2:19][OH:20])[C@@H:15]([OH:16])[C@H:13]2[OH:14])[C:10]2[CH:21]=[CH:22][CH:23]=[CH:24][C:9]=2[N:8]=1.[C:28]([OH:32])(=[O:31])[CH:29]=[CH2:30].C1(C)C=CC=CC=1P(C1C=CC=CC=1C)C1C=CC=CC=1C.C(N(CC)CC)C. (4) Given the product [CH3:17][O:16][C:13]1[CH:14]=[CH:15][C:10]([CH2:9][NH:8][C:5]2[CH:6]=[CH:7][C:2]([C:39]3[CH:40]=[CH:41][C:36]([C:35]([F:46])([F:45])[F:34])=[CH:37][CH:38]=3)=[CH:3][CH:4]=2)=[C:11]([C:18]2[CH:19]=[CH:20][C:21]([C:24]([NH:26][CH2:27][CH2:28][C:29]([O:31][CH2:32][CH3:33])=[O:30])=[O:25])=[N:22][CH:23]=2)[CH:12]=1, predict the reactants needed to synthesize it. The reactants are: Br[C:2]1[CH:7]=[CH:6][C:5]([NH:8][CH2:9][C:10]2[CH:15]=[CH:14][C:13]([O:16][CH3:17])=[CH:12][C:11]=2[C:18]2[CH:19]=[CH:20][C:21]([C:24]([NH:26][CH2:27][CH2:28][C:29]([O:31][CH2:32][CH3:33])=[O:30])=[O:25])=[N:22][CH:23]=2)=[CH:4][CH:3]=1.[F:34][C:35]([F:46])([F:45])[C:36]1[CH:41]=[CH:40][C:39](B(O)O)=[CH:38][CH:37]=1.C([O-])([O-])=O.[K+].[K+].O. (5) Given the product [CH2:13]([S:12][C:8]1[CH:7]=[C:6]([CH:4]([OH:5])[CH2:3][CH2:2][NH:1][C:22](=[O:23])[O:21][C:18]([CH3:20])([CH3:19])[CH3:17])[CH:11]=[CH:10][CH:9]=1)[CH2:14][CH2:15][CH3:16], predict the reactants needed to synthesize it. The reactants are: [NH2:1][CH2:2][CH2:3][CH:4]([C:6]1[CH:11]=[CH:10][CH:9]=[C:8]([S:12][CH2:13][CH2:14][CH2:15][CH3:16])[CH:7]=1)[OH:5].[CH3:17][C:18]([O:21][C:22](O[C:22]([O:21][C:18]([CH3:20])([CH3:19])[CH3:17])=[O:23])=[O:23])([CH3:20])[CH3:19]. (6) Given the product [F:18][C:17]([F:19])([F:20])[O:16][C:13]1[CH:14]=[CH:15][C:10]([N:1]2[CH2:8][CH2:7][CH2:6][CH:2]2[C:3]([OH:5])=[O:4])=[CH:11][CH:12]=1, predict the reactants needed to synthesize it. The reactants are: [NH:1]1[CH2:8][CH2:7][CH2:6][CH:2]1[C:3]([OH:5])=[O:4].I[C:10]1[CH:15]=[CH:14][C:13]([O:16][C:17]([F:20])([F:19])[F:18])=[CH:12][CH:11]=1.C(=O)([O-])[O-].[K+].[K+].Cl. (7) Given the product [CH3:1][N:2]1[CH2:7][CH2:6][N:5]([NH:24][S:18]([C:14]2[S:13][C:12]([NH:11][C:8](=[O:10])[CH3:9])=[N:16][C:15]=2[CH3:17])(=[O:20])=[O:19])[CH2:4][CH2:3]1, predict the reactants needed to synthesize it. The reactants are: [CH3:1][N:2]1[CH2:7][CH2:6][NH:5][CH2:4][CH2:3]1.[C:8]([NH:11][C:12]1[S:13][C:14]([S:18](Cl)(=[O:20])=[O:19])=[C:15]([CH3:17])[N:16]=1)(=[O:10])[CH3:9].C([N:24](CC)CC)C. (8) Given the product [C:10]1([C:8]2[C:7]([O:16][CH2:17][C:18]([F:21])([F:19])[F:20])=[N:6][CH:5]=[C:4]([CH:9]=2)[C:3]([OH:22])=[O:2])[CH2:15][CH2:14][CH2:13][CH2:12][CH:11]=1, predict the reactants needed to synthesize it. The reactants are: C[O:2][C:3](=[O:22])[C:4]1[CH:9]=[C:8]([C:10]2[CH2:15][CH2:14][CH2:13][CH2:12][CH:11]=2)[C:7]([O:16][CH2:17][C:18]([F:21])([F:20])[F:19])=[N:6][CH:5]=1.C1COCC1.O.[OH-].[Li+].Cl. (9) Given the product [NH2:1][C:2]1[N:3]=[C:4]([O:24][CH3:23])[C:5]2[C:10]([CH3:11])=[CH:9][N:8]([C@@H:12]3[O:19][C@H:18]([CH2:20][OH:21])[C@@H:16]([OH:17])[C@H:13]3[O:14][CH3:15])[C:6]=2[N:7]=1, predict the reactants needed to synthesize it. The reactants are: [NH2:1][C:2]1[N:3]=[C:4](Cl)[C:5]2[C:10]([CH3:11])=[CH:9][N:8]([C@@H:12]3[O:19][C@H:18]([CH2:20][OH:21])[C@@H:16]([OH:17])[C@H:13]3[O:14][CH3:15])[C:6]=2[N:7]=1.[CH3:23][O-:24].[Na+].CO.